This data is from Forward reaction prediction with 1.9M reactions from USPTO patents (1976-2016). The task is: Predict the product of the given reaction. (1) Given the reactants Cl.[CH2:2]([O:4][C:5]([C:7]1[C:8]([C:17]([F:20])([F:19])[F:18])=[N:9][C:10]2[CH2:11][CH2:12][NH:13][CH2:14][C:15]=2[CH:16]=1)=[O:6])[CH3:3].[CH3:21][S:22]([C:25]1[CH:26]=[CH:27][C:28]([O:34][C@H:35]([CH3:40])[C:36]([F:39])([F:38])[F:37])=[C:29]([CH:33]=1)[C:30](O)=[O:31])(=[O:24])=[O:23], predict the reaction product. The product is: [CH2:2]([O:4][C:5]([C:7]1[C:8]([C:17]([F:19])([F:20])[F:18])=[N:9][C:10]2[CH2:11][CH2:12][N:13]([C:30](=[O:31])[C:29]3[CH:33]=[C:25]([S:22]([CH3:21])(=[O:23])=[O:24])[CH:26]=[CH:27][C:28]=3[O:34][C@H:35]([CH3:40])[C:36]([F:39])([F:37])[F:38])[CH2:14][C:15]=2[CH:16]=1)=[O:6])[CH3:3]. (2) Given the reactants [C:1]1([O:7][C:8](Cl)=[O:9])[CH:6]=[CH:5][CH:4]=[CH:3][CH:2]=1.[NH2:11][C:12]1[CH:17]=[C:16]([C:18]([F:21])([F:20])[F:19])[CH:15]=[CH:14][N:13]=1, predict the reaction product. The product is: [F:21][C:18]([F:19])([F:20])[C:16]1[CH:15]=[CH:14][N:13]=[C:12]([NH:11][C:8](=[O:9])[O:7][C:1]2[CH:6]=[CH:5][CH:4]=[CH:3][CH:2]=2)[CH:17]=1. (3) The product is: [CH3:1][O:2][C:3]1[CH:12]=[CH:11][C:6]2[N:7]([CH:24]([CH3:30])[C:25]([OH:27])=[O:26])[C:8](=[N:10][C:19](=[O:20])[C:16]3[CH:17]=[CH:18][C:13]([CH3:22])=[CH:14][CH:15]=3)[S:9][C:5]=2[CH:4]=1. Given the reactants [CH3:1][O:2][C:3]1[CH:12]=[CH:11][C:6]2[N:7]=[C:8]([NH2:10])[S:9][C:5]=2[CH:4]=1.[C:13]1([CH3:22])[CH:18]=[CH:17][C:16]([C:19](Cl)=[O:20])=[CH:15][CH:14]=1.Br[CH:24]([CH3:30])[C:25]([O:27]CC)=[O:26].S1C2CCCCC=2N=C1N.FC(F)(F)C1C=C(C=CC=1)C(Cl)=O.BrCC(OCC)=O, predict the reaction product. (4) Given the reactants [C:1]1([CH:7]([C:11]2[CH:16]=[CH:15][CH:14]=[CH:13][CH:12]=2)[C:8](Cl)=[O:9])[CH:6]=[CH:5][CH:4]=[CH:3][CH:2]=1.[NH2:17][C:18]1[S:19][C:20]2[CH:26]=[C:25]([C:27]([F:30])([F:29])[F:28])[CH:24]=[CH:23][C:21]=2[N:22]=1, predict the reaction product. The product is: [F:30][C:27]([F:28])([F:29])[C:25]1[CH:24]=[CH:23][C:21]2[N:22]=[C:18]([NH:17][C:8](=[O:9])[CH:7]([C:11]3[CH:16]=[CH:15][CH:14]=[CH:13][CH:12]=3)[C:1]3[CH:6]=[CH:5][CH:4]=[CH:3][CH:2]=3)[S:19][C:20]=2[CH:26]=1.